This data is from Peptide-MHC class II binding affinity with 134,281 pairs from IEDB. The task is: Regression. Given a peptide amino acid sequence and an MHC pseudo amino acid sequence, predict their binding affinity value. This is MHC class II binding data. (1) The peptide sequence is AEGLSGEPKGAAESS. The binding affinity (normalized) is 0.326. The MHC is DRB1_0901 with pseudo-sequence DRB1_0901. (2) The peptide sequence is SWEYWGAQLNAMKPD. The MHC is HLA-DPA10103-DPB10401 with pseudo-sequence HLA-DPA10103-DPB10401. The binding affinity (normalized) is 0.449. (3) The peptide sequence is GELQIVDMIDAAFKI. The MHC is DRB1_1201 with pseudo-sequence DRB1_1201. The binding affinity (normalized) is 0.605. (4) The peptide sequence is FMRMAWGGSYIALDS. The MHC is DRB3_0101 with pseudo-sequence DRB3_0101. The binding affinity (normalized) is 0.585.